Dataset: Full USPTO retrosynthesis dataset with 1.9M reactions from patents (1976-2016). Task: Predict the reactants needed to synthesize the given product. (1) Given the product [O:10]1[CH2:11][CH2:12][CH:7]([N:5]2[CH:6]=[C:2]([B:21]3[O:22][C:23]([CH3:25])([CH3:24])[C:19]([CH3:35])([CH3:18])[O:20]3)[CH:3]=[N:4]2)[CH2:8][CH2:9]1, predict the reactants needed to synthesize it. The reactants are: Br[C:2]1[CH:3]=[N:4][N:5]([CH:7]2[CH2:12][CH2:11][O:10][CH2:9][CH2:8]2)[CH:6]=1.CC([O-])=O.[K+].[CH3:18][C:19]1([CH3:35])[C:23]([CH3:25])([CH3:24])[O:22][B:21]([B:21]2[O:22][C:23]([CH3:25])([CH3:24])[C:19]([CH3:35])([CH3:18])[O:20]2)[O:20]1. (2) Given the product [Br:1][C:2]1[CH:3]=[CH:4][C:5]([F:11])=[C:6]([CH:10]=1)[C:7]([N:23]1[CH2:22][CH2:21][N:20]([C:24]([O:26][C:27]([CH3:28])([CH3:29])[CH3:30])=[O:25])[CH2:19][CH:18]1[CH2:17][OH:16])=[O:9], predict the reactants needed to synthesize it. The reactants are: [Br:1][C:2]1[CH:3]=[CH:4][C:5]([F:11])=[C:6]([CH:10]=1)[C:7]([OH:9])=O.S(Cl)(Cl)=O.[OH:16][CH2:17][CH:18]1[NH:23][CH2:22][CH2:21][N:20]([C:24]([O:26][C:27]([CH3:30])([CH3:29])[CH3:28])=[O:25])[CH2:19]1.C(N(CC)CC)C. (3) Given the product [Br:5][C:6]1[C:10]2[CH:11]=[CH:12][CH:13]=[CH:14][C:9]=2[S:8][C:7]=1[N+:1]([O-:4])=[O:2], predict the reactants needed to synthesize it. The reactants are: [N+:1]([O-:4])(O)=[O:2].[Br:5][C:6]1[C:10]2[CH:11]=[CH:12][CH:13]=[CH:14][C:9]=2[S:8][CH:7]=1. (4) Given the product [CH3:17][O:18][C:19]1[CH:24]=[CH:23][C:22]([C:2]2[C:10]3[N:9]4[CH2:11][CH2:12][NH:13][C:14](=[O:15])[C:8]4=[CH:7][C:6]=3[CH:5]=[C:4]([CH3:16])[CH:3]=2)=[CH:21][CH:20]=1, predict the reactants needed to synthesize it. The reactants are: Br[C:2]1[C:10]2[N:9]3[CH2:11][CH2:12][NH:13][C:14](=[O:15])[C:8]3=[CH:7][C:6]=2[CH:5]=[C:4]([CH3:16])[CH:3]=1.[CH3:17][O:18][C:19]1[CH:24]=[CH:23][C:22](B(O)O)=[CH:21][CH:20]=1.